From a dataset of Reaction yield outcomes from USPTO patents with 853,638 reactions. Predict the reaction yield, written as a fraction of the theoretical maximum amount of product (1.0 means a 100% yield; for example, 0.34 means a 34% yield). (1) The reactants are [N+:1]([C:4]1[CH:9]=[C:8]([C:10]2[CH:11]=[N:12][CH:13]=[CH:14][CH:15]=2)[CH:7]=[CH:6][C:5]=1[OH:16])([O-])=O.C(O)(=O)C. The catalyst is CO.[Pd]. The product is [NH2:1][C:4]1[CH:9]=[C:8]([C:10]2[CH:11]=[N:12][CH:13]=[CH:14][CH:15]=2)[CH:7]=[CH:6][C:5]=1[OH:16]. The yield is 1.00. (2) The reactants are [NH2:1][C:2]1[CH:6]=[CH:5][N:4]([CH2:7][CH2:8][OH:9])[N:3]=1.[Si:10](Cl)([C:13]([CH3:16])([CH3:15])[CH3:14])([CH3:12])[CH3:11].N1C=CN=C1. The catalyst is CN(C=O)C. The product is [Si:10]([O:9][CH2:8][CH2:7][N:4]1[CH:5]=[CH:6][C:2]([NH2:1])=[N:3]1)([C:13]([CH3:16])([CH3:15])[CH3:14])([CH3:12])[CH3:11]. The yield is 0.610. (3) The reactants are [F:1][C:2]1[CH:33]=[CH:32][C:5]([CH2:6][N:7]2[C:15]3[CH:14]=[CH:13][CH:12]=[CH:11][C:10]=3[C:9]3[CH2:16][CH:17]4[C:22](=[O:23])[N:21]([CH2:24][CH2:25][CH2:26][C:27]([O:29]C)=[O:28])[C:20](=[O:31])[N:18]4[CH2:19][C:8]2=3)=[CH:4][CH:3]=1.O[Li].O. The catalyst is C1COCC1.CO.O. The product is [F:1][C:2]1[CH:33]=[CH:32][C:5]([CH2:6][N:7]2[C:15]3[CH:14]=[CH:13][CH:12]=[CH:11][C:10]=3[C:9]3[CH2:16][CH:17]4[C:22](=[O:23])[N:21]([CH2:24][CH2:25][CH2:26][C:27]([OH:29])=[O:28])[C:20](=[O:31])[N:18]4[CH2:19][C:8]2=3)=[CH:4][CH:3]=1. The yield is 0.230. (4) The reactants are [Br:1][C:2]1[CH:7]=[CH:6][C:5]([C:8]([CH3:19])([C:14](OCC)=[O:15])[C:9](OCC)=[O:10])=[CH:4][CH:3]=1.[H-].[Al+3].[Li+].[H-].[H-].[H-]. The product is [Br:1][C:2]1[CH:3]=[CH:4][C:5]([C:8]([CH3:19])([CH2:14][OH:15])[CH2:9][OH:10])=[CH:6][CH:7]=1. The yield is 0.790. The catalyst is C1COCC1. (5) The reactants are C(OC([N:8]1[CH2:12][C@H:11]([OH:13])[CH2:10][C@H:9]1[C:14]#[N:15])=O)(C)(C)C.O.[CH3:17][C:18]1[CH:23]=[CH:22][C:21]([S:24]([OH:27])(=[O:26])=[O:25])=[CH:20][CH:19]=1. The catalyst is C(#N)C. The product is [CH3:17][C:18]1[CH:19]=[CH:20][C:21]([S:24]([OH:27])(=[O:26])=[O:25])=[CH:22][CH:23]=1.[OH:13][C@H:11]1[CH2:12][NH:8][C@H:9]([C:14]#[N:15])[CH2:10]1. The yield is 0.730. (6) The reactants are [Cl:1][C:2]1[CH:7]=[CH:6][CH:5]=[CH:4][C:3]=1[C:8]([C:10]1[C:15]([Cl:16])=[N:14][C:13](Cl)=[CH:12][N:11]=1)=[O:9].[F:18][C:19]1[CH:24]=[C:23]([F:25])[CH:22]=[CH:21][C:20]=1[OH:26].C(=O)([O-])[O-].[K+].[K+]. The catalyst is CN(C=O)C. The product is [Cl:16][C:15]1[C:10]([C:8]([C:3]2[CH:4]=[CH:5][CH:6]=[CH:7][C:2]=2[Cl:1])=[O:9])=[N:11][CH:12]=[C:13]([O:26][C:20]2[CH:21]=[CH:22][C:23]([F:25])=[CH:24][C:19]=2[F:18])[N:14]=1. The yield is 0.880.